This data is from Peptide-MHC class I binding affinity with 185,985 pairs from IEDB/IMGT. The task is: Regression. Given a peptide amino acid sequence and an MHC pseudo amino acid sequence, predict their binding affinity value. This is MHC class I binding data. (1) The peptide sequence is LLRDNRAAL. The MHC is HLA-A02:01 with pseudo-sequence HLA-A02:01. The binding affinity (normalized) is 0.0847. (2) The peptide sequence is GDYKLVEI. The MHC is HLA-A68:02 with pseudo-sequence HLA-A68:02. The binding affinity (normalized) is 0. (3) The peptide sequence is AQPAPQAPY. The MHC is HLA-B27:05 with pseudo-sequence HLA-B27:05. The binding affinity (normalized) is 0.213. (4) The peptide sequence is IEELREHLL. The MHC is HLA-B44:03 with pseudo-sequence HLA-B44:03. The binding affinity (normalized) is 0. (5) The peptide sequence is GGRWILAI. The MHC is Mamu-A02 with pseudo-sequence Mamu-A02. The binding affinity (normalized) is 0.340. (6) The peptide sequence is CAASGFTFSSY. The MHC is HLA-A29:02 with pseudo-sequence HLA-A29:02. The binding affinity (normalized) is 0.562. (7) The peptide sequence is FANHAFTLV. The MHC is HLA-A02:03 with pseudo-sequence HLA-A02:03. The binding affinity (normalized) is 1.00. (8) The MHC is HLA-B18:01 with pseudo-sequence HLA-B18:01. The peptide sequence is FEDQFLPFMS. The binding affinity (normalized) is 0.281. (9) The peptide sequence is DYIYLPLLK. The MHC is HLA-A02:03 with pseudo-sequence HLA-A02:03. The binding affinity (normalized) is 0.